From a dataset of Full USPTO retrosynthesis dataset with 1.9M reactions from patents (1976-2016). Predict the reactants needed to synthesize the given product. (1) Given the product [CH:30]([C:27]1[CH:28]=[CH:29][C:21]2[C:20]([NH:19][C:6]3[CH:5]=[C:4]([CH:9]=[CH:8][C:7]=3[S:10][C:11]3[CH:16]=[CH:15][C:14]([O:17][CH3:18])=[CH:13][CH:12]=3)[C:3]([OH:33])=[O:2])=[N:25][CH:24]=[N:23][C:22]=2[N:26]=1)([CH3:32])[CH3:31], predict the reactants needed to synthesize it. The reactants are: C[O:2][C:3](=[O:33])[C:4]1[CH:9]=[CH:8][C:7]([S:10][C:11]2[CH:16]=[CH:15][C:14]([O:17][CH3:18])=[CH:13][CH:12]=2)=[C:6]([NH:19][C:20]2[C:21]3[CH:29]=[CH:28][C:27]([CH:30]([CH3:32])[CH3:31])=[N:26][C:22]=3[N:23]=[CH:24][N:25]=2)[CH:5]=1.[OH-].[Na+].Cl. (2) Given the product [Cl:16][C:17]1[C:18]([O:30][CH2:31][O:32][CH3:33])=[CH:19][C:20]([O:26][CH2:27][O:28][CH3:29])=[C:21]([CH:25]=1)[C:22]([N:8]1[CH2:9][C:10]2[C:15](=[CH:14][CH:13]=[CH:12][CH:11]=2)[CH:7]1[C:5]([NH:4][CH:1]1[CH2:3][CH2:2]1)=[O:6])=[O:23], predict the reactants needed to synthesize it. The reactants are: [CH:1]1([NH:4][C:5]([CH:7]2[C:15]3[C:10](=[CH:11][CH:12]=[CH:13][CH:14]=3)[CH2:9][NH:8]2)=[O:6])[CH2:3][CH2:2]1.[Cl:16][C:17]1[C:18]([O:30][CH2:31][O:32][CH3:33])=[CH:19][C:20]([O:26][CH2:27][O:28][CH3:29])=[C:21]([CH:25]=1)[C:22](O)=[O:23].CN1CCOCC1.Cl.CN(C)CCCN=C=NCC.ON1C2C=CC=CC=2N=N1.